This data is from Forward reaction prediction with 1.9M reactions from USPTO patents (1976-2016). The task is: Predict the product of the given reaction. (1) Given the reactants [C:1]12([CH2:11][NH:12][C:13]([C:15]3[N:20]4[CH:21]=[C:22]([CH2:24][N:25]5[CH2:29][CH2:28][C@@H:27]([NH:30]C(=O)OC(C)(C)C)[CH2:26]5)[N:23]=[C:19]4[CH:18]=[CH:17][CH:16]=3)=[O:14])[CH2:10][CH:5]3[CH2:6][CH:7]([CH2:9][CH:3]([CH2:4]3)[CH2:2]1)[CH2:8]2.[ClH:38].O1C=COC=C1, predict the reaction product. The product is: [C:1]12([CH2:11][NH:12][C:13]([C:15]3[N:20]4[CH:21]=[C:22]([CH2:24][N:25]5[CH2:29][CH2:28][C@@H:27]([NH2:30])[CH2:26]5)[N:23]=[C:19]4[CH:18]=[CH:17][CH:16]=3)=[O:14])[CH2:8][CH:7]3[CH2:9][CH:3]([CH2:4][CH:5]([CH2:6]3)[CH2:10]1)[CH2:2]2.[ClH:38]. (2) Given the reactants [Cl:1][C:2]1[CH:3]=[C:4]([CH:8]=[C:9]([NH:11][CH3:12])[N:10]=1)[C:5]([OH:7])=[O:6].S(Cl)(Cl)=O.Cl.[CH3:18]O, predict the reaction product. The product is: [Cl:1][C:2]1[CH:3]=[C:4]([CH:8]=[C:9]([NH:11][CH3:12])[N:10]=1)[C:5]([O:7][CH3:18])=[O:6]. (3) Given the reactants [Si:1]([O:8][CH2:9][CH2:10][N:11]1[CH:15]=[CH:14][C:13]([N+:16]([O-])=O)=[N:12]1)([C:4]([CH3:7])([CH3:6])[CH3:5])([CH3:3])[CH3:2], predict the reaction product. The product is: [Si:1]([O:8][CH2:9][CH2:10][N:11]1[CH:15]=[CH:14][C:13]([NH2:16])=[N:12]1)([C:4]([CH3:7])([CH3:5])[CH3:6])([CH3:3])[CH3:2]. (4) Given the reactants [OH:1][CH2:2][C:3]1([C:16]2[CH:21]=[CH:20][CH:19]=[CH:18][CH:17]=2)[CH2:8][CH2:7][N:6]([C:9]([O:11][C:12]([CH3:15])([CH3:14])[CH3:13])=[O:10])[CH2:5][CH2:4]1.Br[CH2:23][C:24]1[CH:25]=[C:26]([C:41]([F:44])([F:43])[F:42])[CH:27]=[C:28]2[C:32]=1[N:31]([CH2:33][O:34][CH2:35][CH2:36][Si:37]([CH3:40])([CH3:39])[CH3:38])[N:30]=[CH:29]2.[H-].[Na+], predict the reaction product. The product is: [C:16]1([C:3]2([CH2:2][O:1][CH2:23][C:24]3[CH:25]=[C:26]([C:41]([F:44])([F:42])[F:43])[CH:27]=[C:28]4[C:32]=3[N:31]([CH2:33][O:34][CH2:35][CH2:36][Si:37]([CH3:38])([CH3:39])[CH3:40])[N:30]=[CH:29]4)[CH2:8][CH2:7][N:6]([C:9]([O:11][C:12]([CH3:14])([CH3:15])[CH3:13])=[O:10])[CH2:5][CH2:4]2)[CH:17]=[CH:18][CH:19]=[CH:20][CH:21]=1. (5) Given the reactants Cl[C:2]1[CH:7]=[CH:6][CH:5]=[C:4]([Cl:8])[N:3]=1.[CH2:9]([N:13]1[N:17]=[C:16]2[CH:18]=[CH:19][CH:20]=[CH:21][C:15]2=[N:14]1)[CH2:10][C:11]#[CH:12], predict the reaction product. The product is: [Cl:8][C:4]1[N:3]=[C:2]([C:12]#[C:11][CH2:10][CH2:9][N:13]2[N:14]=[C:15]3[CH:21]=[CH:20][CH:19]=[CH:18][C:16]3=[N:17]2)[CH:7]=[CH:6][CH:5]=1. (6) Given the reactants [Cl:1][C:2]1[CH:3]=[C:4]([O:13][CH3:14])[C:5]([O:11][CH3:12])=[C:6]([CH:8]([NH2:10])[CH3:9])[CH:7]=1.F[C:16]1[CH:21]=[C:20]([F:22])[CH:19]=[CH:18][C:17]=1[S:23]([CH3:26])(=[O:25])=[O:24].C(N(CC)C(C)C)(C)C, predict the reaction product. The product is: [Cl:1][C:2]1[CH:3]=[C:4]([O:13][CH3:14])[C:5]([O:11][CH3:12])=[C:6]([CH:8]([NH:10][C:18]2[CH:19]=[C:20]([F:22])[CH:21]=[CH:16][C:17]=2[S:23]([CH3:26])(=[O:25])=[O:24])[CH3:9])[CH:7]=1. (7) Given the reactants Cl[C:2]1[O:3][C:4]([C:7]([O:9]CC)=[O:8])=[CH:5][N:6]=1.[CH3:12][O-:13].[Na+], predict the reaction product. The product is: [CH3:12][O:13][C:2]1[O:3][C:4]([C:7]([OH:9])=[O:8])=[CH:5][N:6]=1. (8) Given the reactants [N+:1]([C:4]1[CH:9]=[C:8]([O:10][C:11]([F:14])([F:13])[F:12])[C:7]([N:15]2[CH2:20][CH2:19][CH2:18][CH2:17][CH2:16]2)=[CH:6][C:5]=1[NH2:21])([O-])=O.S(S([O-])=O)([O-])=O.[Na+].[Na+].[CH:30](OC)(OC)OC.CN(C=O)C, predict the reaction product. The product is: [N:15]1([C:7]2[C:8]([O:10][C:11]([F:14])([F:13])[F:12])=[CH:9][C:4]3[NH:1][CH:30]=[N:21][C:5]=3[CH:6]=2)[CH2:20][CH2:19][CH2:18][CH2:17][CH2:16]1. (9) Given the reactants [F:1][C:2]([F:7])([F:6])[C:3]([OH:5])=[O:4].[F:8][C:9]([F:14])([F:13])[C:10]([OH:12])=[O:11].FC(F)(F)C(O)=O.[Cl:22][C:23]1[CH:24]=[N:25][C:26]2[NH:27][C:28]3[CH:29]=[N:30][CH:31]=[C:32]([CH:53]=3)[CH2:33][CH2:34][C:35]3[CH:43]=[C:39]([NH:40][C:41]=1[N:42]=2)[CH:38]=[CH:37][C:36]=3[O:44][CH2:45][CH2:46][CH:47]1[CH2:52][CH2:51][NH:50][CH2:49][CH2:48]1.[N:54]([C:57]1[S:58][CH:59]=[C:60]([CH3:62])[CH:61]=1)=[C:55]=[O:56], predict the reaction product. The product is: [F:1][C:2]([F:7])([F:6])[C:3]([OH:5])=[O:4].[F:8][C:9]([F:14])([F:13])[C:10]([OH:12])=[O:11].[Cl:22][C:23]1[CH:24]=[N:25][C:26]2[NH:27][C:28]3[CH:29]=[N:30][CH:31]=[C:32]([CH:53]=3)[CH2:33][CH2:34][C:35]3[CH:43]=[C:39]([NH:40][C:41]=1[N:42]=2)[CH:38]=[CH:37][C:36]=3[O:44][CH2:45][CH2:46][CH:47]1[CH2:48][CH2:49][N:50]([C:55]([NH:54][C:57]2[S:58][CH:59]=[C:60]([CH3:62])[CH:61]=2)=[O:56])[CH2:51][CH2:52]1. (10) The product is: [C:22]([NH:25][C:26]1[CH:36]=[CH:35][CH:34]=[C:28]2[C:27]=1[C:32](=[O:31])[N:1]([CH:2]([C:7]1[CH:12]=[CH:11][C:10]([O:13][CH:14]([F:16])[F:15])=[C:9]([O:17][CH2:18][CH:19]3[CH2:21][CH2:20]3)[CH:8]=1)[CH2:3][C:4]([OH:6])=[O:5])[C:29]2=[O:30])(=[O:24])[CH3:23]. Given the reactants [NH2:1][CH:2]([C:7]1[CH:12]=[CH:11][C:10]([O:13][CH:14]([F:16])[F:15])=[C:9]([O:17][CH2:18][CH:19]2[CH2:21][CH2:20]2)[CH:8]=1)[CH2:3][C:4]([OH:6])=[O:5].[C:22]([NH:25][C:26]1[CH:36]=[CH:35][CH:34]=[C:28]2[C:29]([O:31][C:32](=O)[C:27]=12)=[O:30])(=[O:24])[CH3:23].C([O-])(=O)C.[Na+], predict the reaction product.